This data is from Forward reaction prediction with 1.9M reactions from USPTO patents (1976-2016). The task is: Predict the product of the given reaction. (1) Given the reactants [CH3:1][N:2]1[CH2:7][CH2:6][N:5]([NH2:8])[CH2:4][CH2:3]1.[CH2:9]([O:11][C:12]([C:14]1[C:19]([O:20][CH2:21][CH3:22])=[C:18]([N:23]2[CH2:28][CH2:27][O:26][CH2:25][CH2:24]2)[N:17]=[C:16]([C:29]2[CH:34]=[CH:33][C:32]([NH:35][C:36](OC3C=CC=CC=3)=[O:37])=[CH:31][CH:30]=2)[N:15]=1)=[O:13])[CH3:10].CCN(CC)CC, predict the reaction product. The product is: [CH2:9]([O:11][C:12]([C:14]1[C:19]([O:20][CH2:21][CH3:22])=[C:18]([N:23]2[CH2:24][CH2:25][O:26][CH2:27][CH2:28]2)[N:17]=[C:16]([C:29]2[CH:30]=[CH:31][C:32]([NH:35][C:36]([NH:8][N:5]3[CH2:6][CH2:7][N:2]([CH3:1])[CH2:3][CH2:4]3)=[O:37])=[CH:33][CH:34]=2)[N:15]=1)=[O:13])[CH3:10]. (2) Given the reactants [C:1]([C:4]1[CH:5]=[C:6]([CH:30]=[CH:31][CH:32]=1)[CH2:7][C@H:8]1[CH2:13][C@H:12]2[C@H:14]3[C@H:23]([CH2:24][CH2:25][C@:10]2([CH3:11])[C@H:9]1[OH:29])[C:22]1[CH:21]=[CH:20][C:19]([C:26](O)=[O:27])=[CH:18][C:17]=1[CH2:16][CH2:15]3)(=[O:3])[NH2:2].F[P-](F)(F)(F)(F)F.N1(O[P+](N(C)C)(N(C)C)N(C)C)C2C=CC=CC=2N=N1.CCN(C(C)C)C(C)C.[BH4-].[Na+], predict the reaction product. The product is: [OH:29][C@H:9]1[C@@H:8]([CH2:7][C:6]2[CH:5]=[C:4]([CH:32]=[CH:31][CH:30]=2)[C:1]([NH2:2])=[O:3])[CH2:13][C@H:12]2[C@H:14]3[C@H:23]([CH2:24][CH2:25][C@:10]12[CH3:11])[C:22]1[CH:21]=[CH:20][C:19]([CH2:26][OH:27])=[CH:18][C:17]=1[CH2:16][CH2:15]3. (3) The product is: [CH2:9]1[C@@H:8]([CH2:7][CH2:1][CH2:2][CH2:3][C:4]([OH:6])=[O:5])[S:12][S:11][CH2:10]1. Given the reactants [CH2:1]([CH2:7][C@@H:8]([SH:12])[CH2:9][CH2:10][SH:11])[CH2:2][CH2:3][C:4]([OH:6])=[O:5].O.[OH-].[Na+].OS(O)(=O)=O, predict the reaction product. (4) Given the reactants Cl[C:2]1[N:3]=[CH:4][C:5]([N:8]2[CH2:13][CH2:12][CH:11]([N:14]3[CH2:18][CH2:17][C@H:16]([NH:19][C:20]4[CH:25]=[C:24]([CH3:26])[C:23]([S:27]([CH3:30])(=[O:29])=[O:28])=[CH:22][C:21]=4[F:31])[C:15]3=[O:32])[CH2:10][CH2:9]2)=[N:6][CH:7]=1.C([O-])([O-])=O.[K+].[K+].[CH2:39]([Zn]CC)[CH3:40], predict the reaction product. The product is: [CH2:39]([C:2]1[N:3]=[CH:4][C:5]([N:8]2[CH2:9][CH2:10][CH:11]([N:14]3[CH2:18][CH2:17][C@H:16]([NH:19][C:20]4[CH:25]=[C:24]([CH3:26])[C:23]([S:27]([CH3:30])(=[O:28])=[O:29])=[CH:22][C:21]=4[F:31])[C:15]3=[O:32])[CH2:12][CH2:13]2)=[N:6][CH:7]=1)[CH3:40]. (5) Given the reactants [N+]([O-])(O)=O.[N+:5]([C:8]1[CH:18]=[CH:17][C:11]2[CH2:12][CH2:13][NH:14][CH2:15][CH2:16][C:10]=2[CH:9]=1)([O-:7])=[O:6].C(=O)([O-])[O-].[K+].[K+].Cl[CH2:26][C:27]([N:29]([CH3:31])[CH3:30])=[O:28].[I-].[Na+].CN(C=O)C, predict the reaction product. The product is: [N+:5]([C:8]1[CH:18]=[CH:17][C:11]2[CH2:12][CH2:13][N:14]([CH2:26][C:27]([N:29]([CH3:31])[CH3:30])=[O:28])[CH2:15][CH2:16][C:10]=2[CH:9]=1)([O-:7])=[O:6]. (6) Given the reactants C(OC(=O)[NH:7][C:8]1[CH:13]=[C:12]([O:14][CH2:15][C:16]([F:19])([F:18])[F:17])[C:11]([C:20]([F:23])([F:22])[F:21])=[CH:10][C:9]=1[NH:24][C:25](=[O:50])[CH2:26][C:27]([C:29]1[CH:34]=[CH:33][CH:32]=[C:31]([C:35]2[CH:40]=[C:39]([CH2:41][O:42]C3CCCCO3)[N:38]=[C:37]([CH3:49])[CH:36]=2)[CH:30]=1)=O)(C)(C)C.C(O)(C(F)(F)F)=O, predict the reaction product. The product is: [OH:42][CH2:41][C:39]1[CH:40]=[C:35]([C:31]2[CH:30]=[C:29]([C:27]3[CH2:26][C:25](=[O:50])[NH:24][C:9]4[CH:10]=[C:11]([C:20]([F:22])([F:21])[F:23])[C:12]([O:14][CH2:15][C:16]([F:19])([F:18])[F:17])=[CH:13][C:8]=4[N:7]=3)[CH:34]=[CH:33][CH:32]=2)[CH:36]=[C:37]([CH3:49])[N:38]=1. (7) Given the reactants Br[C:2]1[CH:3]=[C:4]([C:10]2[CH:15]=[CH:14][C:13]([Cl:16])=[CH:12][CH:11]=2)[CH:5]=[CH:6][C:7]=1[CH2:8][CH3:9].[Mg].II.[O:20]1[CH:24]=[CH:23][CH:22]=[C:21]1[CH:25]=[O:26], predict the reaction product. The product is: [Cl:16][C:13]1[CH:14]=[CH:15][C:10]([C:4]2[CH:5]=[CH:6][C:7]([CH2:8][CH3:9])=[C:2]([CH:25]([C:21]3[O:20][CH:24]=[CH:23][CH:22]=3)[OH:26])[CH:3]=2)=[CH:11][CH:12]=1.